This data is from Reaction yield outcomes from USPTO patents with 853,638 reactions. The task is: Predict the reaction yield, written as a fraction of the theoretical maximum amount of product (1.0 means a 100% yield; for example, 0.34 means a 34% yield). (1) The product is [Br:1][C:2]1[CH:3]=[CH:4][C:5]([C:8]([C:10]2[CH:15]=[CH:14][CH:13]=[C:12]([N+:16]([O-:18])=[O:17])[CH:11]=2)=[O:9])=[CH:6][C:7]=1[N+:24]([O-:26])=[O:25]. The catalyst is ClC(Cl)C. The yield is 0.720. The reactants are [Br:1][C:2]1[CH:7]=[CH:6][C:5]([C:8]([C:10]2[CH:15]=[CH:14][CH:13]=[C:12]([N+:16]([O-:18])=[O:17])[CH:11]=2)=[O:9])=[CH:4][CH:3]=1.OS(O)(=O)=O.[N+:24]([O-])([OH:26])=[O:25]. (2) The reactants are [C:1]([O:5][C:6]([N:8]1[CH2:14][CH2:13][C:12]2[C:15]([S:20]C(=O)N(C)C)=[C:16]([Cl:19])[CH:17]=[CH:18][C:11]=2[CH2:10][CH2:9]1)=[O:7])([CH3:4])([CH3:3])[CH3:2].C(OC(N1CCC2C(SC(=O)N(C)C)=C(Cl)C=C(Cl)C=2CC1)=O)(C)(C)C.[OH-].[K+].I[CH2:55][CH2:56][O:57][CH:58]([CH3:60])[CH3:59]. The catalyst is CO.[Cl-].[NH4+]. The product is [C:1]([O:5][C:6]([N:8]1[CH2:14][CH2:13][C:12]2[C:15]([S:20][CH2:55][CH2:56][O:57][CH:58]([CH3:60])[CH3:59])=[C:16]([Cl:19])[CH:17]=[CH:18][C:11]=2[CH2:10][CH2:9]1)=[O:7])([CH3:2])([CH3:3])[CH3:4]. The yield is 0.630.